From a dataset of Catalyst prediction with 721,799 reactions and 888 catalyst types from USPTO. Predict which catalyst facilitates the given reaction. (1) Reactant: [N:1]1[CH:6]=[CH:5][CH:4]=[CH:3][C:2]=1[CH:7]=O.[CH3:9][C:10]([C:12]1[CH:17]=[CH:16][C:15]([N+:18]([O-:20])=[O:19])=[CH:14][CH:13]=1)=[O:11].[O-]CC.[Na+]. Product: [N+:18]([C:15]1[CH:14]=[CH:13][C:12]([C:10](=[O:11])[CH:9]=[CH:7][C:2]2[CH:3]=[CH:4][CH:5]=[CH:6][N:1]=2)=[CH:17][CH:16]=1)([O-:20])=[O:19]. The catalyst class is: 413. (2) Product: [NH2:1][C:4]1[CH:13]=[C:12]([C:14]([F:15])([F:16])[F:17])[CH:11]=[CH:10][C:5]=1[C:6]([O:8][CH3:9])=[O:7]. Reactant: [N+:1]([C:4]1[CH:13]=[C:12]([C:14]([F:17])([F:16])[F:15])[CH:11]=[CH:10][C:5]=1[C:6]([O:8][CH3:9])=[O:7])([O-])=O. The catalyst class is: 78. (3) Reactant: [H-].[Na+].[CH2:3]([O:5][C:6](=[O:18])[CH2:7][C:8]1[CH:13]=[CH:12][C:11]([C:14]#[N:15])=[C:10]([O:16][CH3:17])[CH:9]=1)[CH3:4].[CH3:19]I.Cl. Product: [C:14]([C:11]1[CH:12]=[CH:13][C:8]([CH:7]([CH3:19])[C:6]([O:5][CH2:3][CH3:4])=[O:18])=[CH:9][C:10]=1[O:16][CH3:17])#[N:15]. The catalyst class is: 1. (4) Reactant: C([O:3][C:4](=[O:36])[CH2:5][O:6][C:7]1[CH:12]=[CH:11][C:10]([S:13][CH2:14][C:15]2[CH:20]=[C:19]([C:21]#[C:22][CH2:23][N:24]3[CH2:29][CH2:28][O:27][CH2:26][CH2:25]3)[CH:18]=[C:17]([O:30][CH2:31][CH:32]([CH3:34])[CH3:33])[CH:16]=2)=[CH:9][C:8]=1[CH3:35])C.[OH-].[Na+].Cl. Product: [CH2:31]([O:30][C:17]1[CH:16]=[C:15]([CH:20]=[C:19]([C:21]#[C:22][CH2:23][N:24]2[CH2:25][CH2:26][O:27][CH2:28][CH2:29]2)[CH:18]=1)[CH2:14][S:13][C:10]1[CH:11]=[CH:12][C:7]([O:6][CH2:5][C:4]([OH:36])=[O:3])=[C:8]([CH3:35])[CH:9]=1)[CH:32]([CH3:34])[CH3:33]. The catalyst class is: 8. (5) Reactant: [CH2:1]([O:3][C:4]([C@@H:6]1[C@@H:10]([C:11]([OH:13])=O)[CH2:9][N:8]([C:14]([O:16][C:17]([CH3:20])([CH3:19])[CH3:18])=[O:15])[CH2:7]1)=[O:5])[CH3:2].C(N(CC)C(C)C)(C)C.[Cl:30][C:31]1[CH:37]=[CH:36][C:34]([NH2:35])=[CH:33][CH:32]=1. Product: [CH2:1]([O:3][C:4]([C@@H:6]1[C@@H:10]([C:11](=[O:13])[NH:35][C:34]2[CH:36]=[CH:37][C:31]([Cl:30])=[CH:32][CH:33]=2)[CH2:9][N:8]([C:14]([O:16][C:17]([CH3:20])([CH3:19])[CH3:18])=[O:15])[CH2:7]1)=[O:5])[CH3:2]. The catalyst class is: 10. (6) Reactant: [CH3:1][C:2]1[CH:7]=[C:6]([CH3:8])[CH:5]=[CH:4][C:3]=1[C:9]1[C:10]2[C:19]([C:20]#[N:21])=[CH:18][N:17](COCC[Si](C)(C)C)[C:11]=2[N:12]=[C:13]([S:15][CH3:16])[N:14]=1.C(N)CN.CCCC[N+](CCCC)(CCCC)CCCC.[F-]. Product: [CH3:1][C:2]1[CH:7]=[C:6]([CH3:8])[CH:5]=[CH:4][C:3]=1[C:9]1[C:10]2[C:19]([C:20]#[N:21])=[CH:18][NH:17][C:11]=2[N:12]=[C:13]([S:15][CH3:16])[N:14]=1. The catalyst class is: 1. (7) Reactant: Br[C:2]1[C:3](=[O:10])[N:4]([CH3:9])[CH:5]=[C:6]([Br:8])[N:7]=1.[C:11]1([NH2:18])[CH:16]=[CH:15][CH:14]=[C:13]([NH2:17])[CH:12]=1.C(N(CC)CC)C. Product: [NH2:17][C:13]1[CH:12]=[C:11]([NH:18][C:2]2[C:3](=[O:10])[N:4]([CH3:9])[CH:5]=[C:6]([Br:8])[N:7]=2)[CH:16]=[CH:15][CH:14]=1. The catalyst class is: 32. (8) Reactant: C([Cl:4])(C)=O.[NH2:5][C:6]1[NH:10][N:9]=[C:8]([NH:11][C:12]2[CH:17]=[C:16]([C:18]([F:21])([F:20])[F:19])[C:15]([C:22]3[CH:27]=[CH:26][C:25]([S:28]([CH:31]4[CH2:36][CH2:35][N:34](C(OC(C)(C)C)=O)[CH2:33][CH2:32]4)(=[O:30])=[O:29])=[CH:24][CH:23]=3)=[C:14]([Cl:44])[CH:13]=2)[N:7]=1. Product: [ClH:4].[Cl:44][C:14]1[CH:13]=[C:12]([NH:11][C:8]2[N:7]=[C:6]([NH2:5])[NH:10][N:9]=2)[CH:17]=[C:16]([C:18]([F:21])([F:20])[F:19])[C:15]=1[C:22]1[CH:23]=[CH:24][C:25]([S:28]([CH:31]2[CH2:36][CH2:35][NH:34][CH2:33][CH2:32]2)(=[O:30])=[O:29])=[CH:26][CH:27]=1. The catalyst class is: 5. (9) Reactant: Br[C:2]1[CH:7]=[CH:6][CH:5]=[CH:4][N:3]=1.C(Cl)Cl.[Cl-].[CH2:12]([Zn+])[C:13]([CH3:16])([CH3:15])[CH3:14].[Cl-].[NH4+]. Product: [CH2:12]([C:2]1[CH:7]=[CH:6][CH:5]=[CH:4][N:3]=1)[C:13]([CH3:16])([CH3:15])[CH3:14]. The catalyst class is: 140. (10) Reactant: C(OC([N:11]1[CH2:15][C:14](=[O:16])[N:13]=[C:12]1[NH:17][CH2:18][C:19]1[CH:24]=[CH:23][CH:22]=[CH:21][C:20]=1[C:25]([F:28])([F:27])[F:26])=O)C1C=CC=CC=1.[CH:29]([C:31]1[N:32]=[C:33]2[C:38](=[CH:39][CH:40]=1)[N:37]=[CH:36][C:35]([C:41]#[N:42])=[C:34]2[O:43][CH:44]([CH3:46])[CH3:45])=O.N1CCCCC1. Product: [CH:44]([O:43][C:34]1[C:33]2[C:38](=[CH:39][CH:40]=[C:31]([CH:29]=[C:15]3[C:14](=[O:16])[N:13]=[C:12]([NH:17][CH2:18][C:19]4[CH:24]=[CH:23][CH:22]=[CH:21][C:20]=4[C:25]([F:26])([F:27])[F:28])[NH:11]3)[N:32]=2)[N:37]=[CH:36][C:35]=1[C:41]#[N:42])([CH3:46])[CH3:45]. The catalyst class is: 41.